This data is from Peptide-MHC class II binding affinity with 134,281 pairs from IEDB. The task is: Regression. Given a peptide amino acid sequence and an MHC pseudo amino acid sequence, predict their binding affinity value. This is MHC class II binding data. (1) The MHC is DRB3_0202 with pseudo-sequence DRB3_0202. The binding affinity (normalized) is 0.176. The peptide sequence is VRYTTEGGTKTEAEDVIPEG. (2) The peptide sequence is EKIQKAFDDIAKYFSK. The MHC is HLA-DPA10201-DPB10501 with pseudo-sequence HLA-DPA10201-DPB10501. The binding affinity (normalized) is 0.778. (3) The peptide sequence is VTSAPDTRPAP. The MHC is DRB1_0701 with pseudo-sequence DRB1_0701. The binding affinity (normalized) is 0. (4) The peptide sequence is EAKITMLTNGQCQNI. The MHC is DRB1_1101 with pseudo-sequence DRB1_1101. The binding affinity (normalized) is 0.415. (5) The peptide sequence is MPVDPDNEAYEMPSE. The MHC is HLA-DPA10201-DPB11401 with pseudo-sequence HLA-DPA10201-DPB11401. The binding affinity (normalized) is 0.0369. (6) The peptide sequence is GKEFIRCLALPFRGY. The MHC is HLA-DQA10501-DQB10402 with pseudo-sequence HLA-DQA10501-DQB10402. The binding affinity (normalized) is 0.590. (7) The peptide sequence is EKKYFAATQFNPLAA. The MHC is HLA-DQA10501-DQB10301 with pseudo-sequence HLA-DQA10501-DQB10301. The binding affinity (normalized) is 0.190. (8) The binding affinity (normalized) is 0. The MHC is DRB4_0103 with pseudo-sequence DRB4_0103. The peptide sequence is GCGLFGKGSIVACAK.